Dataset: Full USPTO retrosynthesis dataset with 1.9M reactions from patents (1976-2016). Task: Predict the reactants needed to synthesize the given product. (1) Given the product [Br:10][C:11]1[CH:19]=[CH:18][C:14]([C:15]([NH:1][C:2]2([C:7](=[O:8])[NH2:9])[CH2:6][CH2:5][CH2:4][CH2:3]2)=[O:16])=[CH:13][CH:12]=1, predict the reactants needed to synthesize it. The reactants are: [NH2:1][C:2]1([C:7]([NH2:9])=[O:8])[CH2:6][CH2:5][CH2:4][CH2:3]1.[Br:10][C:11]1[CH:19]=[CH:18][C:14]([C:15](O)=[O:16])=[CH:13][CH:12]=1.CCN=C=NCCCN(C)C.C1C=CC2N(O)N=NC=2C=1.CCN(C(C)C)C(C)C. (2) Given the product [CH2:14]([C:13]1([CH:18]([CH3:20])[CH3:19])[O:17][C:29](=[O:31])[N:10]([C@H:8]([C:5]2[CH:4]=[CH:3][C:2]([Br:1])=[CH:7][CH:6]=2)[CH3:9])[CH2:11][CH2:12]1)[CH:15]=[CH2:16], predict the reactants needed to synthesize it. The reactants are: [Br:1][C:2]1[CH:7]=[CH:6][C:5]([C@@H:8]([NH:10][CH2:11][CH2:12][C:13]([CH:18]([CH3:20])[CH3:19])([OH:17])[CH2:14][CH:15]=[CH2:16])[CH3:9])=[CH:4][CH:3]=1.C(N(CC)CC)C.Cl[C:29](Cl)([O:31]C(=O)OC(Cl)(Cl)Cl)Cl. (3) Given the product [OH:11][CH2:10][C:9]1[C:8]([CH3:7])=[C:16]([OH:17])[CH:15]=[CH:14][CH:13]=1, predict the reactants needed to synthesize it. The reactants are: B.O1CCCC1.[CH3:7][C:8]1[C:16]([OH:17])=[CH:15][CH:14]=[CH:13][C:9]=1[C:10](O)=[O:11].C(=O)([O-])O.[Na+].